This data is from Forward reaction prediction with 1.9M reactions from USPTO patents (1976-2016). The task is: Predict the product of the given reaction. Given the reactants [CH2:1]([N:3]([CH2:8][CH3:9])[CH2:4][C:5]([OH:7])=[O:6])[CH3:2].[OH:10][CH2:11][CH2:12][N:13]1[C:18](=[O:19])[CH2:17][CH2:16][CH:15]([N:20]2[C:28](=[O:29])[C:27]3[C:22](=[CH:23][CH:24]=[CH:25][CH:26]=3)[C:21]2=[O:30])[C:14]1=[O:31].CO.C(Cl)[Cl:35], predict the reaction product. The product is: [ClH:35].[CH2:1]([N:3]([CH2:8][CH3:9])[CH2:4][C:5]([OH:7])=[O:6])[CH3:2].[OH:10][CH2:11][CH2:12][N:13]1[C:18](=[O:19])[CH2:17][CH2:16][CH:15]([N:20]2[C:21](=[O:30])[C:22]3[C:27](=[CH:26][CH:25]=[CH:24][CH:23]=3)[C:28]2=[O:29])[C:14]1=[O:31].